From a dataset of Peptide-MHC class I binding affinity with 185,985 pairs from IEDB/IMGT. Regression. Given a peptide amino acid sequence and an MHC pseudo amino acid sequence, predict their binding affinity value. This is MHC class I binding data. (1) The peptide sequence is MLLKGTLFM. The MHC is HLA-A80:01 with pseudo-sequence HLA-A80:01. The binding affinity (normalized) is 0.489. (2) The binding affinity (normalized) is 0.724. The peptide sequence is PSSKPDWFY. The MHC is HLA-A01:01 with pseudo-sequence HLA-A01:01. (3) The peptide sequence is FIPSYDFPSV. The binding affinity (normalized) is 0.879. The MHC is HLA-A02:06 with pseudo-sequence HLA-A02:06. (4) The peptide sequence is ELYDTSPTKR. The MHC is HLA-A31:01 with pseudo-sequence HLA-A31:01. The binding affinity (normalized) is 0.305.